From a dataset of Full USPTO retrosynthesis dataset with 1.9M reactions from patents (1976-2016). Predict the reactants needed to synthesize the given product. Given the product [Si:1]([O:9][C:10]1[CH:15]=[C:14]([O:16][CH3:17])[CH:13]=[CH:12][C:11]=1[C:18](=[O:23])[C:19]([O:21][CH3:22])=[O:20])([C:4]([CH3:7])([CH3:6])[CH3:5])([CH3:3])[CH3:2], predict the reactants needed to synthesize it. The reactants are: [Si:1](Cl)([C:4]([CH3:7])([CH3:6])[CH3:5])([CH3:3])[CH3:2].[OH:9][C:10]1[CH:15]=[C:14]([O:16][CH3:17])[CH:13]=[CH:12][C:11]=1[C:18](=[O:23])[C:19]([O:21][CH3:22])=[O:20].N1C=CN=C1.CN(C1C=CC=CN=1)C.